Regression/Classification. Given a drug SMILES string, predict its absorption, distribution, metabolism, or excretion properties. Task type varies by dataset: regression for continuous measurements (e.g., permeability, clearance, half-life) or binary classification for categorical outcomes (e.g., BBB penetration, CYP inhibition). Dataset: cyp2c9_veith. From a dataset of CYP2C9 inhibition data for predicting drug metabolism from PubChem BioAssay. (1) The drug is Cc1c(NC(=O)C23CC4CC(CC(C)(C4)C2)C3)c(=O)n(-c2ccccc2)n1C. The result is 0 (non-inhibitor). (2) The drug is CCNc1ncc2nc(-c3ccc(OC)cc3)c(=O)n(Cc3cccs3)c2n1. The result is 0 (non-inhibitor).